Dataset: Forward reaction prediction with 1.9M reactions from USPTO patents (1976-2016). Task: Predict the product of the given reaction. (1) Given the reactants C[Si](C#CC1C=C2C(=CC=1)OC(C)(C)CC2(C)C)(C)C.C[Si]([C:25]#[C:26][C:27]1[CH:28]=[C:29]2[C:34](=[C:35]([CH:37]=[O:38])[CH:36]=1)[O:33][C:32]([CH3:40])([CH3:39])[CH2:31][C:30]2([CH3:42])[CH3:41])(C)C.C(=O)([O-])[O-].[K+].[K+], predict the reaction product. The product is: [C:26]([C:27]1[CH:28]=[C:29]2[C:34](=[C:35]([CH:37]=[O:38])[CH:36]=1)[O:33][C:32]([CH3:40])([CH3:39])[CH2:31][C:30]2([CH3:42])[CH3:41])#[CH:25]. (2) Given the reactants [CH3:1][C:2]1[S:6][C:5]([C:7]([NH:9][NH:10]C(OC(C)(C)C)=O)=[O:8])=[N:4][CH:3]=1.Cl, predict the reaction product. The product is: [CH3:1][C:2]1[S:6][C:5]([C:7]([NH:9][NH2:10])=[O:8])=[N:4][CH:3]=1. (3) Given the reactants [Cl:1][C:2]1[C:3]([C:15](=[O:20])[NH:16][CH:17]2[CH2:19][CH2:18]2)=[CH:4][C:5]2[N:9]=[C:8]([C:10]([O:12]C)=[O:11])[NH:7][C:6]=2[CH:14]=1.O.[OH-].[Li+], predict the reaction product. The product is: [Cl:1][C:2]1[C:3]([C:15](=[O:20])[NH:16][CH:17]2[CH2:18][CH2:19]2)=[CH:4][C:5]2[N:9]=[C:8]([C:10]([OH:12])=[O:11])[NH:7][C:6]=2[CH:14]=1. (4) Given the reactants [CH3:1][O:2][C:3]1[CH:8]=[C:7]([CH3:9])[CH:6]=[C:5]([CH3:10])[CH:4]=1.[Br:11]N1C(=O)CCC1=O, predict the reaction product. The product is: [Br:11][C:6]1[C:7]([CH3:9])=[CH:8][C:3]([O:2][CH3:1])=[CH:4][C:5]=1[CH3:10].